This data is from Full USPTO retrosynthesis dataset with 1.9M reactions from patents (1976-2016). The task is: Predict the reactants needed to synthesize the given product. (1) Given the product [C:21]([N:13]([C:14]([O:16][C:17]([CH3:20])([CH3:19])[CH3:18])=[O:15])[CH2:2][C:3]1[CH:8]=[C:7]([CH3:9])[CH:6]=[CH:5][C:4]=1[N+:10]([O-:12])=[O:11])([O:23][C:24]([CH3:26])([CH3:27])[CH3:25])=[O:22], predict the reactants needed to synthesize it. The reactants are: Cl[CH2:2][C:3]1[CH:8]=[C:7]([CH3:9])[CH:6]=[CH:5][C:4]=1[N+:10]([O-:12])=[O:11].[NH:13]([C:21]([O:23][C:24]([CH3:27])([CH3:26])[CH3:25])=[O:22])[C:14]([O:16][C:17]([CH3:20])([CH3:19])[CH3:18])=[O:15].[K]. (2) Given the product [OH:28][C@@H:24]1[C@H:25]([OH:26])[O:31][C@H:22]([CH2:21][CH2:20][C:17]2[CH:18]=[CH:19][C:14]([C:11]3[CH:12]=[N:13][C:8]([O:7][CH3:6])=[CH:9][CH:10]=3)=[CH:15][CH:16]=2)[C@@H:23]1[CH2:32][CH2:33][N:34]1[C:39](=[O:40])[C:38]2[CH:41]=[CH:42][CH:43]=[CH:44][C:37]=2[N:36]=[N:35]1, predict the reactants needed to synthesize it. The reactants are: Cl(O)(=O)(=O)=O.[CH3:6][O:7][C:8]1[N:13]=[CH:12][C:11]([C:14]2[CH:19]=[CH:18][C:17]([CH2:20][CH2:21][C@H:22]3[O:31][C@H:25]4[O:26]C(C)(C)[O:28][C@H:24]4[C@H:23]3[CH2:32][CH2:33][N:34]3[C:39](=[O:40])[C:38]4[CH:41]=[CH:42][CH:43]=[CH:44][C:37]=4[N:36]=[N:35]3)=[CH:16][CH:15]=2)=[CH:10][CH:9]=1. (3) Given the product [NH:15]1[C:16]2[C:21](=[CH:20][CH:19]=[CH:18][CH:17]=2)[C:13]([C@@H:11]2[CH2:12][N:8]([S:53]([CH:50]([CH3:52])[CH3:51])(=[O:55])=[O:54])[CH2:9][C@H:10]2[C:22]2[C:32]3=[C:33]4[C:28](=[CH:29][CH:30]=[CH:31]3)[CH2:27][CH2:26][CH2:25][N:24]4[CH:23]=2)=[CH:14]1, predict the reactants needed to synthesize it. The reactants are: C(OC([N:8]1[CH2:12][C@@H:11]([C:13]2[C:21]3[C:16](=[CH:17][CH:18]=[CH:19][CH:20]=3)[NH:15][CH:14]=2)[C@H:10]([C:22]2[C:32]3=[C:33]4[C:28](=[CH:29][CH:30]=[CH:31]3)[CH2:27][CH2:26][CH2:25][N:24]4[CH:23]=2)[CH2:9]1)=O)(C)(C)C.Cl.O1CCOCC1.CCN(C(C)C)C(C)C.[CH:50]([S:53](Cl)(=[O:55])=[O:54])([CH3:52])[CH3:51]. (4) Given the product [F:28][C:22]1[CH:23]=[C:24]([OH:27])[CH:25]=[CH:26][C:21]=1[C:19]1[N:18]=[C:17]2[NH:29][N:30]=[C:31]([CH3:32])[C:16]2=[C:15]([CH2:14][N:11]2[CH2:12][CH2:13][NH:8][CH2:9][CH:10]2[C:39]2[CH:40]=[CH:41][CH:42]=[CH:43][CH:44]=2)[CH:20]=1, predict the reactants needed to synthesize it. The reactants are: C(OC([N:8]1[CH2:13][CH2:12][N:11]([CH2:14][C:15]2[CH:20]=[C:19]([C:21]3[CH:26]=[CH:25][C:24]([OH:27])=[CH:23][C:22]=3[F:28])[N:18]=[C:17]3[N:29](C4CCCCO4)[N:30]=[C:31]([CH3:32])[C:16]=23)[CH:10]([C:39]2[CH:44]=[CH:43][CH:42]=[CH:41][CH:40]=2)[CH2:9]1)=O)(C)(C)C.Cl. (5) Given the product [Br:16][C:17]1[CH:24]=[CH:23][CH:22]=[CH:21][C:18]=1[CH2:19][N:6]1[CH2:7][CH2:8][N:15]2[C:13](=[O:14])[C:3]3[CH:4]=[N:5][N:6]([CH:7]([CH3:8])[CH3:12])[C:2]=3[N:1]=[C:3]2[CH2:2]1, predict the reactants needed to synthesize it. The reactants are: [NH2:1][C:2]1[N:6]([C:7]2[CH:12]=CC=C[CH:8]=2)[N:5]=[CH:4][C:3]=1[C:13]([NH2:15])=[O:14].[Br:16][C:17]1[CH:24]=[CH:23][CH:22]=[CH:21][C:18]=1[CH:19]=O.C=O.